Dataset: Reaction yield outcomes from USPTO patents with 853,638 reactions. Task: Predict the reaction yield, written as a fraction of the theoretical maximum amount of product (1.0 means a 100% yield; for example, 0.34 means a 34% yield). (1) The reactants are [CH3:1][O:2][C:3](=[O:20])[C:4]1[CH:9]=[C:8]([CH:10]=[O:11])[C:7]([C:12]([F:15])([F:14])[F:13])=[CH:6][C:5]=1[NH:16][C:17](=[O:19])[CH3:18].[CH2:21]([Mg]Br)[CH3:22]. The catalyst is C(OCC)C. The product is [CH3:1][O:2][C:3](=[O:20])[C:4]1[CH:9]=[C:8]([CH:10]([OH:11])[CH2:21][CH3:22])[C:7]([C:12]([F:15])([F:14])[F:13])=[CH:6][C:5]=1[NH:16][C:17](=[O:19])[CH3:18]. The yield is 0.280. (2) The reactants are [NH2:1][C:2]1[C:10]2[C:5](=[N:6][C:7]([CH3:13])=[CH:8][C:9]=2[CH2:11][OH:12])[S:4][C:3]=1[C:14]([NH2:16])=[O:15].[CH:17](=O)[C:18]1[CH:23]=[CH:22][CH:21]=[CH:20][CH:19]=1.O.C(OCC)(=O)C. The catalyst is C(O)(=O)C. The product is [OH:12][CH2:11][C:9]1[C:10]2[C:2]3[NH:1][CH:17]([C:18]4[CH:23]=[CH:22][CH:21]=[CH:20][CH:19]=4)[NH:16][C:14](=[O:15])[C:3]=3[S:4][C:5]=2[N:6]=[C:7]([CH3:13])[CH:8]=1. The yield is 0.120. (3) The reactants are [CH2:1]([O:3][C:4]1[C:8]([CH2:9][CH2:10][CH2:11][OH:12])=[CH:7][N:6]([C:13]2[CH:18]=[CH:17][C:16]([C:19]([F:22])([F:21])[F:20])=[CH:15][N:14]=2)[N:5]=1)[CH3:2].O[C:24]1[CH:29]=[CH:28][CH:27]=[CH:26][C:25]=1[CH2:30][C:31]([O:33]C)=[O:32].C(P(CCCC)CCCC)CCC.N(C(N1CCCCC1)=O)=NC(N1CCCCC1)=O. The catalyst is O1CCCC1. The product is [CH2:1]([O:3][C:4]1[C:8]([CH2:9][CH2:10][CH2:11][O:12][C:24]2[CH:29]=[CH:28][CH:27]=[CH:26][C:25]=2[CH2:30][C:31]([OH:33])=[O:32])=[CH:7][N:6]([C:13]2[CH:18]=[CH:17][C:16]([C:19]([F:21])([F:20])[F:22])=[CH:15][N:14]=2)[N:5]=1)[CH3:2]. The yield is 0.350. (4) The reactants are [CH3:16][CH2:15][CH2:14][C:12]([O:11][CH2:10]/[CH:9]=[CH:9]/[CH2:10][O:11][C:12]([CH2:14][CH2:15][CH3:16])=[O:13])=[O:13].[O:17]=[O+][O-].O=O.NC(N)=S.[CH3:26][OH:27]. No catalyst specified. The product is [CH3:26][O:27][C:12]([OH:13])([O:11][CH2:10][CH:9]=[O:17])[CH2:14][CH2:15][CH3:16]. The yield is 0.970. (5) The reactants are [Cl:1][C:2]1[CH:3]=[C:4]([CH:8]=[C:9]([Cl:12])[C:10]=1[OH:11])[C:5]([OH:7])=O.[CH2:13]1[C@H:22]2[C@H:17]([CH2:18][CH2:19][C:20]3[CH:26]=[CH:25][CH:24]=[CH:23][C:21]=32)[NH:16][CH2:15][CH2:14]1.F[P-](F)(F)(F)(F)F.N1(OC(N(C)C)=[N+](C)C)C2N=CC=CC=2N=N1. No catalyst specified. The product is [Cl:12][C:9]1[CH:8]=[C:4]([C:5]([N:16]2[C@@H:17]3[C@@H:22]([C:21]4[CH:23]=[CH:24][CH:25]=[CH:26][C:20]=4[CH2:19][CH2:18]3)[CH2:13][CH2:14][CH2:15]2)=[O:7])[CH:3]=[C:2]([Cl:1])[C:10]=1[OH:11]. The yield is 0.260. (6) The product is [CH:39]1([C:44]([NH:1][C:2]2[CH:7]=[C:6]([O:8][C:9]3[CH:10]=[CH:11][C:12]([NH:15][C:16]([C:18]4[C:19](=[O:31])[N:20]([C:25]5[CH:26]=[CH:27][CH:28]=[CH:29][CH:30]=5)[N:21]([CH3:24])[C:22]=4[CH3:23])=[O:17])=[CH:13][CH:14]=3)[CH:5]=[CH:4][N:3]=2)=[O:45])[CH2:43][CH2:42][CH2:41][CH2:40]1. The catalyst is C1COCC1.CN(C=O)C.C1COCC1.CCOC(C)=O. The reactants are [NH2:1][C:2]1[CH:7]=[C:6]([O:8][C:9]2[CH:14]=[CH:13][C:12]([NH:15][C:16]([C:18]3[C:19](=[O:31])[N:20]([C:25]4[CH:30]=[CH:29][CH:28]=[CH:27][CH:26]=4)[N:21]([CH3:24])[C:22]=3[CH3:23])=[O:17])=[CH:11][CH:10]=2)[CH:5]=[CH:4][N:3]=1.CCN(CC)CC.[CH:39]1([C:44](Cl)=[O:45])[CH2:43][CH2:42][CH2:41][CH2:40]1. The yield is 0.320. (7) The reactants are [CH3:1][CH:2]1[CH2:7][CH2:6][CH2:5][CH2:4][N:3]1[C:8]1[CH:9]=[CH:10][C:11]2[CH2:12][N:13](C(OC(C)(C)C)=O)[CH2:14][CH2:15][O:16][C:17]=2[N:18]=1.Cl.C(OCC)(=O)C.[OH-].[Na+]. No catalyst specified. The product is [CH3:1][CH:2]1[CH2:7][CH2:6][CH2:5][CH2:4][N:3]1[C:8]1[CH:9]=[CH:10][C:11]2[CH2:12][NH:13][CH2:14][CH2:15][O:16][C:17]=2[N:18]=1. The yield is 0.520. (8) The reactants are [CH3:1][S:2]([C:5]1[CH:10]=[CH:9][CH:8]=[C:7]([O:11][CH3:12])[CH:6]=1)(=[O:4])=[O:3].O.[Br:14]Br.[OH-].[Na+]. The catalyst is C(O)(=O)C. The product is [Br:14][C:10]1[CH:9]=[CH:8][C:7]([O:11][CH3:12])=[CH:6][C:5]=1[S:2]([CH3:1])(=[O:3])=[O:4]. The yield is 0.450. (9) The reactants are [H-].[Na+].[CH2:3]1[C:16]2[C:15]3[CH:14]=[CH:13][CH:12]=[CH:11][C:10]=3[NH:9][C:8]=2[CH2:7][CH2:6][N:5]([C:17]([O:19][C:20]([CH3:23])([CH3:22])[CH3:21])=[O:18])[CH2:4]1.[C:24]1(=[O:28])[O:27][CH2:26][CH2:25]1.C([O-])([O-])=O.[K+].[K+]. The catalyst is CN(C=O)C.O. The product is [C:20]([O:19][C:17]([N:5]1[CH2:4][CH2:3][C:16]2[C:15]3[CH:14]=[CH:13][CH:12]=[CH:11][C:10]=3[N:9]([CH2:26][CH2:25][C:24]([OH:28])=[O:27])[C:8]=2[CH2:7][CH2:6]1)=[O:18])([CH3:23])([CH3:22])[CH3:21]. The yield is 0.630.